This data is from Full USPTO retrosynthesis dataset with 1.9M reactions from patents (1976-2016). The task is: Predict the reactants needed to synthesize the given product. (1) Given the product [CH3:1][O:2][CH2:3][C:4]1[N:9]([C:10]2[CH:15]=[CH:14][CH:13]=[C:12]([C:16]([F:19])([F:18])[F:17])[CH:11]=2)[C:8](=[O:20])[C:7]([C:21]([NH:34][CH2:33][C:32]2[CH:31]=[CH:30][C:29]([S:26]([CH3:25])(=[O:28])=[O:27])=[CH:36][CH:35]=2)=[O:23])=[CH:6][CH:5]=1, predict the reactants needed to synthesize it. The reactants are: [CH3:1][O:2][CH2:3][C:4]1[N:9]([C:10]2[CH:15]=[CH:14][CH:13]=[C:12]([C:16]([F:19])([F:18])[F:17])[CH:11]=2)[C:8](=[O:20])[C:7]([C:21]([OH:23])=O)=[CH:6][CH:5]=1.Cl.[CH3:25][S:26]([C:29]1[CH:36]=[CH:35][C:32]([CH2:33][NH2:34])=[CH:31][CH:30]=1)(=[O:28])=[O:27]. (2) The reactants are: [NH:1]1[CH2:6][CH2:5][O:4][CH2:3][CH2:2]1.[Cl:7][C:8]1[N:13]=[C:12](Cl)[CH:11]=[C:10]([C:15]2[CH:20]=[CH:19][C:18]([F:21])=[CH:17][CH:16]=2)[N:9]=1.CCN(C(C)C)C(C)C. Given the product [Cl:7][C:8]1[N:13]=[C:12]([N:1]2[CH2:6][CH2:5][O:4][CH2:3][CH2:2]2)[CH:11]=[C:10]([C:15]2[CH:20]=[CH:19][C:18]([F:21])=[CH:17][CH:16]=2)[N:9]=1, predict the reactants needed to synthesize it. (3) Given the product [C:29]1([C:28]([NH:1][CH2:2][C:3]2[CH:8]=[CH:7][C:6]([CH2:9][N:10]3[CH2:11][CH2:12][N:13]([C:16]4[C:21]([C:22]([O:24][CH:25]([CH3:27])[CH3:26])=[O:23])=[CH:20][CH:19]=[CH:18][N:17]=4)[CH2:14][CH2:15]3)=[CH:5][CH:4]=2)=[O:35])[CH:34]=[CH:33][CH:32]=[CH:31][CH:30]=1, predict the reactants needed to synthesize it. The reactants are: [NH2:1][CH2:2][C:3]1[CH:8]=[CH:7][C:6]([CH2:9][N:10]2[CH2:15][CH2:14][N:13]([C:16]3[C:21]([C:22]([O:24][CH:25]([CH3:27])[CH3:26])=[O:23])=[CH:20][CH:19]=[CH:18][N:17]=3)[CH2:12][CH2:11]2)=[CH:5][CH:4]=1.[C:28](O)(=[O:35])[C:29]1[CH:34]=[CH:33][CH:32]=[CH:31][CH:30]=1.CN(C(ON1N=NC2C=CC=NC1=2)=[N+](C)C)C.F[P-](F)(F)(F)(F)F.CCN(C(C)C)C(C)C. (4) Given the product [Cl:23][C:20]1[CH:21]=[CH:22][C:17]([NH:16][C:14](=[O:15])[C:13]2[CH:24]=[C:25]([Cl:28])[CH:26]=[CH:27][C:12]=2[NH:11][C:42]([CH:39]2[CH2:40][CH2:41][N:36]([C:29]([O:31][C:32]([CH3:35])([CH3:34])[CH3:33])=[O:30])[CH2:37][CH2:38]2)=[O:43])=[N:18][CH:19]=1, predict the reactants needed to synthesize it. The reactants are: ClC1C=CC=C(C=1)C(N)=O.[NH2:11][C:12]1[CH:27]=[CH:26][C:25]([Cl:28])=[CH:24][C:13]=1[C:14]([NH:16][C:17]1[CH:22]=[CH:21][C:20]([Cl:23])=[CH:19][N:18]=1)=[O:15].[C:29]([N:36]1[CH2:41][CH2:40][CH:39]([C:42](Cl)=[O:43])[CH2:38][CH2:37]1)([O:31][C:32]([CH3:35])([CH3:34])[CH3:33])=[O:30]. (5) Given the product [NH2:29][C:30]1[S:34][C:33]([C:35]2[C:40]([F:41])=[CH:39][CH:38]=[CH:37][C:36]=2[F:42])=[N:32][C:31]=1[C:43]([NH:19][C:5]1[CH:4]=[N:3][N:2]([CH3:1])[C:6]=1[N:7]1[CH2:13][CH2:12][CH2:11][C:10]([OH:14])([C:15]([F:18])([F:17])[F:16])[CH2:9][CH2:8]1)=[O:44], predict the reactants needed to synthesize it. The reactants are: [CH3:1][N:2]1[C:6]([N:7]2[CH2:13][CH2:12][CH2:11][C:10]([C:15]([F:18])([F:17])[F:16])([OH:14])[CH2:9][CH2:8]2)=[C:5]([N+:19]([O-])=O)[CH:4]=[N:3]1.C(OC([NH:29][C:30]1[S:34][C:33]([C:35]2[C:40]([F:41])=[CH:39][CH:38]=[CH:37][C:36]=2[F:42])=[N:32][C:31]=1[C:43](O)=[O:44])=O)(C)(C)C.